This data is from Forward reaction prediction with 1.9M reactions from USPTO patents (1976-2016). The task is: Predict the product of the given reaction. (1) Given the reactants [CH3:1][N:2]([CH3:49])[CH2:3][CH2:4][NH:5][C:6]([C:8]1[CH:13]=[CH:12][C:11]([NH:14][C:15]([NH:17][C:18]2[CH:23]=[CH:22][C:21]([C:24]3[N:25]=[C:26]([N:43]4[CH2:48][CH2:47][O:46][CH2:45][CH2:44]4)[C:27]4[N:32]=[N:31][N:30]([C:33]5[CH:34]=[C:35]([CH:40]=[CH:41][CH:42]=5)[C:36]([O:38]C)=[O:37])[C:28]=4[N:29]=3)=[CH:20][CH:19]=2)=[O:16])=[CH:10][CH:9]=1)=[O:7].[OH-].[Na+], predict the reaction product. The product is: [CH3:1][N:2]([CH3:49])[CH2:3][CH2:4][NH:5][C:6]([C:8]1[CH:13]=[CH:12][C:11]([NH:14][C:15]([NH:17][C:18]2[CH:19]=[CH:20][C:21]([C:24]3[N:25]=[C:26]([N:43]4[CH2:48][CH2:47][O:46][CH2:45][CH2:44]4)[C:27]4[N:32]=[N:31][N:30]([C:33]5[CH:34]=[C:35]([CH:40]=[CH:41][CH:42]=5)[C:36]([OH:38])=[O:37])[C:28]=4[N:29]=3)=[CH:22][CH:23]=2)=[O:16])=[CH:10][CH:9]=1)=[O:7]. (2) Given the reactants [CH2:1]([N:8]1[C:16]2[C:11](=[CH:12][C:13]([N+:17]([O-:19])=[O:18])=[CH:14][CH:15]=2)[C:10](Br)=[C:9]1[C:21]([O:23][CH2:24][CH3:25])=[O:22])[C:2]1[CH:7]=[CH:6][CH:5]=[CH:4][CH:3]=1.[NH:26]1[C:34]2[C:29](=[CH:30][C:31](B(O)O)=[CH:32][CH:33]=2)[CH:28]=[CH:27]1, predict the reaction product. The product is: [CH2:1]([N:8]1[C:16]2[C:11](=[CH:12][C:13]([N+:17]([O-:19])=[O:18])=[CH:14][CH:15]=2)[C:10]([C:31]2[CH:30]=[C:29]3[C:34](=[CH:33][CH:32]=2)[NH:26][CH:27]=[CH:28]3)=[C:9]1[C:21]([O:23][CH2:24][CH3:25])=[O:22])[C:2]1[CH:7]=[CH:6][CH:5]=[CH:4][CH:3]=1. (3) Given the reactants [C:1]([O:5][C:6](=[O:49])[N:7]([CH2:39][CH2:40][O:41][CH2:42][C:43]1[CH:48]=[CH:47][CH:46]=[CH:45][CH:44]=1)[C:8]1[S:9][C@H:10]2[O:16][C@H:15]([CH2:17][OH:18])[C@@H:14]([O:19][CH2:20][C:21]3[CH:26]=[CH:25][C:24]([O:27][CH3:28])=[CH:23][CH:22]=3)[C@H:13]([O:29][CH2:30][C:31]3[CH:36]=[CH:35][C:34]([O:37][CH3:38])=[CH:33][CH:32]=3)[C@H:11]2[N:12]=1)([CH3:4])([CH3:3])[CH3:2].[CH3:50]C1(C)N([O])C(C)(C)CCC1.C1C(=O)N(Br)C(=O)C1.C[Mg+].[Br-], predict the reaction product. The product is: [CH2:42]([O:41][CH2:40][CH2:39][N:7]([C:8]1[S:9][C@H:10]2[O:16][C@H:15]([C@@H:17]([OH:18])[CH3:50])[C@@H:14]([O:19][CH2:20][C:21]3[CH:22]=[CH:23][C:24]([O:27][CH3:28])=[CH:25][CH:26]=3)[C@H:13]([O:29][CH2:30][C:31]3[CH:32]=[CH:33][C:34]([O:37][CH3:38])=[CH:35][CH:36]=3)[C@H:11]2[N:12]=1)[C:6](=[O:49])[O:5][C:1]([CH3:4])([CH3:2])[CH3:3])[C:43]1[CH:48]=[CH:47][CH:46]=[CH:45][CH:44]=1. (4) Given the reactants [NH2:1][C:2]1[CH:6]=[CH:5][S:4][C:3]=1[C:7]([O:9][CH3:10])=[O:8].N1C=CC=CC=1.[CH:17]([C:21]1[CH:26]=[CH:25][C:24]([S:27](Cl)(=[O:29])=[O:28])=[CH:23][CH:22]=1)([CH2:19][CH3:20])[CH3:18].O, predict the reaction product. The product is: [CH:17]([C:21]1[CH:26]=[CH:25][C:24]([S:27]([NH:1][C:2]2[CH:6]=[CH:5][S:4][C:3]=2[C:7]([O:9][CH3:10])=[O:8])(=[O:29])=[O:28])=[CH:23][CH:22]=1)([CH2:19][CH3:20])[CH3:18]. (5) Given the reactants [NH:1]1[C:9]2[C:4](=[C:5]([CH2:10][CH2:11][CH2:12][NH:13][C:14]3[N:19]=[C:18]([CH3:20])[C:17]([C:21]([NH:23][C@@H:24]([CH2:28][NH:29][C:30]([C:32]4[S:33][CH:34]=[CH:35][CH:36]=4)=[O:31])[C:25]([OH:27])=[O:26])=[O:22])=[C:16]([CH3:37])[N:15]=3)[CH:6]=[CH:7][CH:8]=2)[CH:3]=[N:2]1.[CH2:38](I)[CH3:39].C(=O)([O-])[O-].[K+].[K+], predict the reaction product. The product is: [CH2:38]([O:26][C:25](=[O:27])[C@@H:24]([NH:23][C:21]([C:17]1[C:16]([CH3:37])=[N:15][C:14]([NH:13][CH2:12][CH2:11][CH2:10][C:5]2[CH:6]=[CH:7][CH:8]=[C:9]3[C:4]=2[CH:3]=[N:2][NH:1]3)=[N:19][C:18]=1[CH3:20])=[O:22])[CH2:28][NH:29][C:30]([C:32]1[S:33][CH:34]=[CH:35][CH:36]=1)=[O:31])[CH3:39].